This data is from Full USPTO retrosynthesis dataset with 1.9M reactions from patents (1976-2016). The task is: Predict the reactants needed to synthesize the given product. (1) Given the product [Br:24][C:11]1[NH:10][C:18]2[C:13]([CH:12]=1)=[CH:14][CH:15]=[CH:16][CH:17]=2, predict the reactants needed to synthesize it. The reactants are: C1(S([N:10]2[C:18]3[C:13](=[CH:14][CH:15]=[CH:16][CH:17]=3)[CH:12]=[C:11]2C(OCC)=O)(=O)=O)C=CC=CC=1.[Br:24]Br.O. (2) The reactants are: C([O:3][C:4](=[O:19])[CH2:5][N:6]1[C:14]2[C:9](=[CH:10][C:11]([N+:15]([O-:17])=[O:16])=[CH:12][CH:13]=2)[C:8](=[O:18])[NH:7]1)C.[OH-].[Na+].Cl.CCOC(C)=O. Given the product [N+:15]([C:11]1[CH:10]=[C:9]2[C:14](=[CH:13][CH:12]=1)[N:6]([CH2:5][C:4]([OH:19])=[O:3])[NH:7][C:8]2=[O:18])([O-:17])=[O:16], predict the reactants needed to synthesize it. (3) Given the product [NH2:1][C:4]1[CH:5]=[CH:6][C:7]([C:8]([O:10][CH2:11][CH2:12][CH2:13][CH2:14][CH2:15][CH2:16][CH2:17][CH2:18][CH2:19][CH2:20][CH2:21][CH2:22][CH2:23][CH2:24][CH2:25][CH2:26][CH2:27][CH3:28])=[O:9])=[CH:29][CH:30]=1, predict the reactants needed to synthesize it. The reactants are: [N+:1]([C:4]1[CH:30]=[CH:29][C:7]([C:8]([O:10][CH2:11][CH2:12][CH2:13][CH2:14][CH2:15][CH2:16][CH2:17][CH2:18][CH2:19][CH2:20][CH2:21][CH2:22][CH2:23][CH2:24][CH2:25][CH2:26][CH2:27][CH3:28])=[O:9])=[CH:6][CH:5]=1)([O-])=O. (4) Given the product [N:21]1([CH2:28][CH2:29][O:30][C:31]2[CH:36]=[CH:35][C:34]([CH:37]([OH:38])[C:39]3[C:40]([C:50]4[C:55]([F:56])=[CH:54][C:53]([F:57])=[CH:52][C:51]=4[F:58])=[CH:41][CH:42]=[C:43]4[C:48]=3[CH:47]=[CH:46][C:45]([OH:49])=[CH:44]4)=[CH:33][CH:32]=2)[CH2:27][CH2:26][CH2:25][CH2:24][CH2:23][CH2:22]1, predict the reactants needed to synthesize it. The reactants are: B.C1CN[C@H](C(O)(C2C=CC=CC=2)C2C=CC=CC=2)C1.[N:21]1([CH2:28][CH2:29][O:30][C:31]2[CH:36]=[CH:35][C:34]([C:37]([C:39]3[C:48]4[C:43](=[CH:44][C:45]([OH:49])=[CH:46][CH:47]=4)[CH:42]=[CH:41][C:40]=3[C:50]3[C:55]([F:56])=[CH:54][C:53]([F:57])=[CH:52][C:51]=3[F:58])=[O:38])=[CH:33][CH:32]=2)[CH2:27][CH2:26][CH2:25][CH2:24][CH2:23][CH2:22]1.C(CN)O. (5) Given the product [Br:1][C:2]1[CH:3]=[C:4]2[C:9](=[CH:10][CH:11]=1)[C:8]([NH:21][C:20]1[CH:22]=[CH:23][C:17]([C:13]([CH3:16])([CH3:15])[CH3:14])=[CH:18][CH:19]=1)=[N:7][N:6]=[CH:5]2, predict the reactants needed to synthesize it. The reactants are: [Br:1][C:2]1[CH:3]=[C:4]2[C:9](=[CH:10][CH:11]=1)[C:8](Cl)=[N:7][N:6]=[CH:5]2.[C:13]([C:17]1[CH:23]=[CH:22][C:20]([NH2:21])=[CH:19][CH:18]=1)([CH3:16])([CH3:15])[CH3:14]. (6) Given the product [CH2:1]([C:3]1[C:4]([N:14]2[CH2:19][CH2:18][CH:17]([N:20]3[CH2:21][CH2:22][N:23]([S:26]([CH3:29])(=[O:27])=[O:28])[CH2:24][CH2:25]3)[CH2:16][CH2:15]2)=[CH:5][C:6]([O:12][CH3:13])=[C:7]([CH:8]=1)[NH2:9])[CH3:2], predict the reactants needed to synthesize it. The reactants are: [CH2:1]([C:3]1[CH:8]=[C:7]([N+:9]([O-])=O)[C:6]([O:12][CH3:13])=[CH:5][C:4]=1[N:14]1[CH2:19][CH2:18][CH:17]([N:20]2[CH2:25][CH2:24][N:23]([S:26]([CH3:29])(=[O:28])=[O:27])[CH2:22][CH2:21]2)[CH2:16][CH2:15]1)[CH3:2].